Dataset: Reaction yield outcomes from USPTO patents with 853,638 reactions. Task: Predict the reaction yield, written as a fraction of the theoretical maximum amount of product (1.0 means a 100% yield; for example, 0.34 means a 34% yield). (1) The reactants are CO[C:3]([C:5]1[CH:6]=[C:7]2[C:11](=[CH:12][CH:13]=1)[NH:10][N:9]=[CH:8]2)=[O:4].Cl[CH2:15][CH2:16][O:17][CH2:18][CH3:19]. No catalyst specified. The product is [CH2:16]([O:17][CH2:18][CH2:19][N:10]1[C:11]2[C:7](=[CH:6][C:5]([CH2:3][OH:4])=[CH:13][CH:12]=2)[CH:8]=[N:9]1)[CH3:15]. The yield is 0.540. (2) The reactants are CC1C=CC(S(O[CH2:12][CH:13]2[O:18][C:17]3[C:19]([Br:23])=[CH:20][CH:21]=[CH:22][C:16]=3[N:15]([CH3:24])[CH2:14]2)(=O)=O)=CC=1.[N-:25]=[N+:26]=[N-:27].[Na+]. The catalyst is CN(C=O)C.O. The product is [N:25]([CH2:12][CH:13]1[O:18][C:17]2[C:19]([Br:23])=[CH:20][CH:21]=[CH:22][C:16]=2[N:15]([CH3:24])[CH2:14]1)=[N+:26]=[N-:27]. The yield is 0.880. (3) The yield is 0.870. The reactants are [CH3:1][O:2][C:3]1[C:11]([O:12][CH2:13][C:14]2[CH:19]=[CH:18][CH:17]=[CH:16][CH:15]=2)=[CH:10][C:6]([C:7]([NH2:9])=[O:8])=[C:5]([N+:20]([O-])=O)[CH:4]=1. The catalyst is C(O)(=O)C.CO.[Fe]. The product is [CH3:1][O:2][C:3]1[C:11]([O:12][CH2:13][C:14]2[CH:19]=[CH:18][CH:17]=[CH:16][CH:15]=2)=[CH:10][C:6]([C:7]([NH2:9])=[O:8])=[C:5]([NH2:20])[CH:4]=1. (4) The reactants are [F:1][C:2]1[CH:7]=[CH:6][C:5]([N:8]2[C:16]3[CH2:15][CH2:14][CH2:13][N:12]([C:17](=[O:25])[CH2:18][N:19]4[CH:23]=[C:22](I)[CH:21]=[N:20]4)[C:11]=3[CH:10]=[N:9]2)=[CH:4][CH:3]=1.[CH3:26][N:27](C=O)C. The catalyst is [C-]#N.[C-]#N.[Zn+2].C1C=CC(/C=C/C(/C=C/C2C=CC=CC=2)=O)=CC=1.C1C=CC(/C=C/C(/C=C/C2C=CC=CC=2)=O)=CC=1.C1C=CC(/C=C/C(/C=C/C2C=CC=CC=2)=O)=CC=1.[Pd].[Pd].C1C=CC(P(C2C=CC=CC=2)[C-]2C=CC=C2)=CC=1.C1C=CC(P(C2C=CC=CC=2)[C-]2C=CC=C2)=CC=1.[Fe+2]. The product is [C:26]([C:22]1[CH:21]=[N:20][N:19]([CH2:18][C:17]([N:12]2[CH2:13][CH2:14][CH2:15][C:16]3[N:8]([C:5]4[CH:6]=[CH:7][C:2]([F:1])=[CH:3][CH:4]=4)[N:9]=[CH:10][C:11]2=3)=[O:25])[CH:23]=1)#[N:27]. The yield is 0.680. (5) The catalyst is C(O)C.[Ti]. The product is [CH2:37]([N:3]([CH2:1][CH3:2])[C:4]([C:6]1[CH:15]=[CH:14][C:13]2[C:8](=[CH:9][CH:10]=[CH:11][C:12]=2[NH:16][CH2:17][C:18]([OH:36])([C:32]([F:34])([F:33])[F:35])[CH2:19][C:20]([C:23]2[CH:28]=[C:27]([F:29])[CH:26]=[CH:25][C:24]=2[O:30][CH3:31])([CH3:21])[CH3:22])[N:7]=1)=[O:5])[CH3:38]. The yield is 0.920. The reactants are [CH2:1]([N:3]([CH2:37][CH3:38])[C:4]([C:6]1[CH:15]=[CH:14][C:13]2[C:8](=[CH:9][CH:10]=[CH:11][C:12]=2[N:16]=[CH:17][C:18]([OH:36])([C:32]([F:35])([F:34])[F:33])[CH2:19][C:20]([C:23]2[CH:28]=[C:27]([F:29])[CH:26]=[CH:25][C:24]=2[O:30][CH3:31])([CH3:22])[CH3:21])[N:7]=1)=[O:5])[CH3:2].[BH4-].[Na+].[Cl-].C(OCC)(=O)C. (6) The product is [F:36][C:37]1[CH:42]=[CH:41][C:40]([CH2:43][NH:44][C:30](=[O:33])[O:5][CH2:6][CH2:7][N:8]2[C:12](=[O:13])[N:11]([C:14]3[S:15][C:16]([C:20](=[O:29])[NH:21][CH2:22][C:23]4[CH:24]=[N:25][CH:26]=[CH:27][CH:28]=4)=[C:17]([CH3:19])[N:18]=3)[CH:10]=[N:9]2)=[CH:39][CH:38]=1. The catalyst is O1CCCC1. The reactants are CS([O:5][CH2:6][CH2:7][N:8]1[C:12](=[O:13])[N:11]([C:14]2[S:15][C:16]([C:20](=[O:29])[NH:21][CH2:22][C:23]3[CH:24]=[N:25][CH:26]=[CH:27][CH:28]=3)=[C:17]([CH3:19])[N:18]=2)[CH:10]=[N:9]1)(=O)=O.[C:30](=[O:33])([O-])[O-].[K+].[K+].[F:36][C:37]1[CH:42]=[CH:41][C:40]([CH2:43][NH2:44])=[CH:39][CH:38]=1. The yield is 0.770. (7) The reactants are [Si:1]([O:8][C@@H:9]1[C@H:13]([CH2:14][O:15][Si:16]([C:19]([CH3:22])([CH3:21])[CH3:20])([CH3:18])[CH3:17])[CH2:12][C@@H:11]([NH2:23])[CH2:10]1)([C:4]([CH3:7])([CH3:6])[CH3:5])([CH3:3])[CH3:2].[Cl:24][C:25]1[N:30]=[C:29](Cl)[N:28]=[C:27]([NH:32][C@@H:33]2[C:41]3[C:36](=[CH:37][CH:38]=[CH:39][CH:40]=3)[C:35]([CH3:43])([CH3:42])[CH2:34]2)[N:26]=1. The catalyst is C1COCC1. The product is [Si:1]([O:8][C@@H:9]1[C@H:13]([CH2:14][O:15][Si:16]([C:19]([CH3:22])([CH3:21])[CH3:20])([CH3:17])[CH3:18])[CH2:12][C@@H:11]([NH:23][C:29]2[N:28]=[C:27]([NH:32][C@@H:33]3[C:41]4[C:36](=[CH:37][CH:38]=[CH:39][CH:40]=4)[C:35]([CH3:42])([CH3:43])[CH2:34]3)[N:26]=[C:25]([Cl:24])[N:30]=2)[CH2:10]1)([C:4]([CH3:7])([CH3:6])[CH3:5])([CH3:3])[CH3:2]. The yield is 0.710. (8) The reactants are [Br:1][C:2]1[CH:7]=[C:6]([N+:8]([O-])=O)[C:5]([F:11])=[CH:4][C:3]=1[CH3:12].O.O.Cl[Sn]Cl.C([O-])(O)=O.[Na+]. The catalyst is C(O)C. The product is [Br:1][C:2]1[C:3]([CH3:12])=[CH:4][C:5]([F:11])=[C:6]([CH:7]=1)[NH2:8]. The yield is 0.300. (9) The reactants are [C:1]([C:5]1[CH:11]=[CH:10][C:8]([NH2:9])=[CH:7][CH:6]=1)([CH3:4])([CH3:3])[CH3:2].[F:12][B-:13]([F:16])([F:15])[F:14].[N:17]#[O+].[K+].[Br-]. The catalyst is C(#N)C.C(Cl)Cl. The product is [F:12][B-:13]([F:16])([F:15])[F:14].[C:1]([C:5]1[CH:6]=[CH:7][C:8]([N+:9]#[N:17])=[CH:10][CH:11]=1)([CH3:4])([CH3:2])[CH3:3]. The yield is 0.780.